From a dataset of hERG potassium channel inhibition data for cardiac toxicity prediction from Karim et al.. Regression/Classification. Given a drug SMILES string, predict its toxicity properties. Task type varies by dataset: regression for continuous values (e.g., LD50, hERG inhibition percentage) or binary classification for toxic/non-toxic outcomes (e.g., AMES mutagenicity, cardiotoxicity, hepatotoxicity). Dataset: herg_karim. The drug is N[C@@H]1CO[C@H]1COc1ccc2ncc(F)c(CCC34CCC(NCc5ccc6c(n5)NC(=O)CO6)(CC3)CO4)c2n1. The result is 0 (non-blocker).